This data is from Full USPTO retrosynthesis dataset with 1.9M reactions from patents (1976-2016). The task is: Predict the reactants needed to synthesize the given product. (1) The reactants are: [CH:1]1([S:4]([N:7]2[CH2:12][CH2:11][CH:10]([CH2:13][CH2:14][O:15][C:16]3[CH:17]=[C:18]([CH:22]=[CH:23][CH:24]=3)[C:19]([OH:21])=O)[CH2:9][CH2:8]2)(=[O:6])=[O:5])[CH2:3][CH2:2]1.[NH2:25][CH:26]1[CH:33]2[CH2:34][C:29]3([CH2:36][OH:37])[CH2:30][CH:31]([CH2:35][CH:27]1[CH2:28]3)[CH2:32]2. Given the product [CH:1]1([S:4]([N:7]2[CH2:12][CH2:11][CH:10]([CH2:13][CH2:14][O:15][C:16]3[CH:17]=[C:18]([CH:22]=[CH:23][CH:24]=3)[C:19]([NH:25][CH:26]3[CH:27]4[CH2:35][CH:31]5[CH2:30][C:29]([CH2:36][OH:37])([CH2:34][CH:33]3[CH2:32]5)[CH2:28]4)=[O:21])[CH2:9][CH2:8]2)(=[O:6])=[O:5])[CH2:3][CH2:2]1, predict the reactants needed to synthesize it. (2) Given the product [F:1][C:2]1[CH:3]=[CH:4][C:5]([O:18][CH3:19])=[C:6]([N:8]2[CH2:13][CH2:12][N:11]([CH2:14][CH2:15][CH2:16][NH2:17])[CH2:10][CH2:9]2)[CH:7]=1, predict the reactants needed to synthesize it. The reactants are: [F:1][C:2]1[CH:3]=[CH:4][C:5]([O:18][CH3:19])=[C:6]([N:8]2[CH2:13][CH2:12][N:11]([CH2:14][CH2:15][C:16]#[N:17])[CH2:10][CH2:9]2)[CH:7]=1. (3) Given the product [ClH:38].[CH3:21][N:20]([CH3:22])[C:18]1[C:17]2[C:12](=[CH:13][CH:14]=[CH:15][CH:16]=2)[N:11]=[C:10]([NH:9][C@@H:6]2[CH2:5][CH2:4][C@H:3]([CH2:2][NH:1][C:36](=[O:37])[C:35]3[CH:39]=[CH:40][C:41]([F:42])=[C:33]([F:32])[CH:34]=3)[CH2:8][CH2:7]2)[CH:19]=1, predict the reactants needed to synthesize it. The reactants are: [NH2:1][CH2:2][C@@H:3]1[CH2:8][CH2:7][C@H:6]([NH:9][C:10]2[CH:19]=[C:18]([N:20]([CH3:22])[CH3:21])[C:17]3[C:12](=[CH:13][CH:14]=[CH:15][CH:16]=3)[N:11]=2)[CH2:5][CH2:4]1.CCN(C(C)C)C(C)C.[F:32][C:33]1[CH:34]=[C:35]([CH:39]=[CH:40][C:41]=1[F:42])[C:36]([Cl:38])=[O:37]. (4) Given the product [F:1][C:2]1[CH:9]=[C:8]([C:10]2[CH:15]=[CH:14][N:13]=[C:12]3[NH:16][C:17]([C:19]4[CH:20]=[N:21][N:22]([CH:24]5[CH2:27][O:26][CH2:25]5)[CH:23]=4)=[N:18][C:11]=23)[CH:7]=[CH:6][C:3]=1[CH2:4][NH:5][C:38]([C:36]1[S:37][C:33]([C:29]([CH3:32])([CH3:31])[CH3:30])=[N:34][N:35]=1)=[O:39], predict the reactants needed to synthesize it. The reactants are: [F:1][C:2]1[CH:9]=[C:8]([C:10]2[CH:15]=[CH:14][N:13]=[C:12]3[NH:16][C:17]([C:19]4[CH:20]=[N:21][N:22]([CH:24]5[CH2:27][O:26][CH2:25]5)[CH:23]=4)=[N:18][C:11]=23)[CH:7]=[CH:6][C:3]=1[CH2:4][NH2:5].[Na].[C:29]([C:33]1[S:37][C:36]([C:38](O)=[O:39])=[N:35][N:34]=1)([CH3:32])([CH3:31])[CH3:30].F[P-](F)(F)(F)(F)F.Br[P+](N1CCCC1)(N1CCCC1)N1CCCC1.C(N(C(C)C)C(C)C)C.CN(C=O)C. (5) Given the product [C:26]([O:25][C:23]([N:21]1[C:22]2[C:18](=[CH:17][CH:16]=[CH:15][C:14]=2[CH:11]2[CH2:12][CH2:13][N:8]([C:6]([O:5][C:1]([CH3:4])([CH3:2])[CH3:3])=[O:7])[CH2:9][CH2:10]2)[CH:19]=[CH:20]1)=[O:24])([CH3:29])([CH3:28])[CH3:27], predict the reactants needed to synthesize it. The reactants are: [C:1]([O:5][C:6]([N:8]1[CH2:13][CH2:12][CH:11]([C:14]2[CH:15]=[CH:16][CH:17]=[C:18]3[C:22]=2[NH:21][CH:20]=[CH:19]3)[CH2:10][CH2:9]1)=[O:7])([CH3:4])([CH3:3])[CH3:2].[C:23](O[C:23]([O:25][C:26]([CH3:29])([CH3:28])[CH3:27])=[O:24])([O:25][C:26]([CH3:29])([CH3:28])[CH3:27])=[O:24].